Dataset: Forward reaction prediction with 1.9M reactions from USPTO patents (1976-2016). Task: Predict the product of the given reaction. Given the reactants [C:1]([C:4]1[CH:5]=[C:6]2[C:10](=[CH:11][CH:12]=1)[NH:9][C:8](=[O:13])[CH2:7]2)(=[O:3])[CH3:2].[NH:14]1C2[C:17](=CC=CC=2)[CH2:16][C:15]1=[O:23].[Cl-].[Cl-].[Cl-].[Al+3].C(Cl)(=[O:30])C, predict the reaction product. The product is: [C:1]([C:4]1[CH:12]=[CH:11][C:10]2[NH:9][C:8](=[O:13])[C:7]3[NH:14][CH:15]=[CH:16][C:17]=3[C:6]=2[CH:5]=1)(=[O:3])[CH3:2].[CH2:16]([C:15]([O-:23])=[O:30])[CH3:17].